From a dataset of Catalyst prediction with 721,799 reactions and 888 catalyst types from USPTO. Predict which catalyst facilitates the given reaction. (1) Reactant: FC(F)(F)C(O)=O.[CH3:8][C:9]1[S:10][CH:11]=[C:12]([C:14]([N:16]2[CH2:21][C:20]3([CH2:26][CH2:25][NH:24][CH2:23][CH2:22]3)[O:19][CH2:18][CH2:17]2)=[O:15])[N:13]=1.Br[CH2:28][C:29]1[CH:30]=[C:31]([CH:34]=[CH:35][CH:36]=1)[CH:32]=[O:33].C(N(CC)CC)C. Product: [CH3:8][C:9]1[S:10][CH:11]=[C:12]([C:14]([N:16]2[CH2:21][C:20]3([CH2:26][CH2:25][N:24]([CH2:28][C:29]4[CH:30]=[C:31]([CH:34]=[CH:35][CH:36]=4)[CH:32]=[O:33])[CH2:23][CH2:22]3)[O:19][CH2:18][CH2:17]2)=[O:15])[N:13]=1. The catalyst class is: 10. (2) Reactant: [CH3:1][C:2]1([CH3:38])[CH2:6][CH:5]([CH2:7][N:8]2[C:16]3[C:11](=[N:12][C:13]([C:17]4[CH:18]=[N:19][N:20](C5CCCCO5)[CH:21]=4)=[CH:14][CH:15]=3)[CH:10]=[CH:9]2)[CH2:4][N:3]1[C:28](=[O:37])[CH2:29][CH2:30][C:31]1[CH:36]=[CH:35][CH:34]=[CH:33][CH:32]=1.C1(C)C=CC(S(O)(=O)=O)=CC=1.C(=O)(O)[O-].[Na+]. Product: [NH:19]1[CH:18]=[C:17]([C:13]2[N:12]=[C:11]3[CH:10]=[CH:9][N:8]([CH2:7][CH:5]4[CH2:4][N:3]([C:28](=[O:37])[CH2:29][CH2:30][C:31]5[CH:32]=[CH:33][CH:34]=[CH:35][CH:36]=5)[C:2]([CH3:38])([CH3:1])[CH2:6]4)[C:16]3=[CH:15][CH:14]=2)[CH:21]=[N:20]1. The catalyst class is: 138. (3) Reactant: [CH3:1][C@@H:2]([CH2:7][C:8]([CH3:13])([N+:10]([O-])=O)[CH3:9])[C:3](OC)=[O:4]. Product: [CH3:1][C@H:2]1[CH2:7][C:8]([CH3:13])([CH3:9])[NH:10][C:3]1=[O:4]. The catalyst class is: 470.